Dataset: Forward reaction prediction with 1.9M reactions from USPTO patents (1976-2016). Task: Predict the product of the given reaction. (1) Given the reactants C([O-])([O-])=O.[K+].[K+].[Na+].[I-].Cl[CH2:10][CH2:11][CH2:12][CH2:13][CH2:14][CH2:15][C:16]([C:18]1[CH:23]=[CH:22][C:21]([Cl:24])=[CH:20][CH:19]=1)=[O:17].[CH3:25][CH:26]([CH3:42])[C:27]([NH:29][C:30]1[CH:35]=[CH:34][CH:33]=[C:32]([CH:36]2[CH2:41][CH2:40][NH:39][CH2:38][CH2:37]2)[CH:31]=1)=[O:28], predict the reaction product. The product is: [Cl:24][C:21]1[CH:22]=[CH:23][C:18]([C:16](=[O:17])[CH2:15][CH2:14][CH2:13][CH2:12][CH2:11][CH2:10][N:39]2[CH2:40][CH2:41][CH:36]([C:32]3[CH:31]=[C:30]([NH:29][C:27](=[O:28])[CH:26]([CH3:25])[CH3:42])[CH:35]=[CH:34][CH:33]=3)[CH2:37][CH2:38]2)=[CH:19][CH:20]=1. (2) Given the reactants [CH3:1][O:2][C:3]([NH:5][CH:6]1[CH2:11][CH2:10][CH2:9][N:8]([CH:12]([CH3:16])[C:13]([OH:15])=O)[C:7]1=[O:17])=[O:4].CN(C(ON1N=NC2C=CC=NC1=2)=[N+](C)C)C.F[P-](F)(F)(F)(F)F.CN1CCOCC1.[CH3:49][O:50][C:51](=[O:85])[NH:52][CH:53]([C:57]([N:59]1[CH2:63][CH2:62][CH2:61][CH:60]1[C:64]1[NH:65][C:66]([C:69]2[CH:74]=[CH:73][C:72]([C:75]3[CH:80]=[CH:79][C:78]([C:81](=[O:84])[CH2:82][NH2:83])=[CH:77][CH:76]=3)=[CH:71][CH:70]=2)=[CH:67][N:68]=1)=[O:58])[CH:54]([CH3:56])[CH3:55], predict the reaction product. The product is: [CH3:1][O:2][C:3](=[O:4])[NH:5][CH:6]1[CH2:11][CH2:10][CH2:9][N:8]([CH:12]([C:13](=[O:15])[NH:83][CH2:82][C:81]([C:78]2[CH:79]=[CH:80][C:75]([C:72]3[CH:71]=[CH:70][C:69]([C:66]4[NH:65][C:64]([CH:60]5[CH2:61][CH2:62][CH2:63][N:59]5[C:57](=[O:58])[CH:53]([NH:52][C:51]([O:50][CH3:49])=[O:85])[CH:54]([CH3:56])[CH3:55])=[N:68][CH:67]=4)=[CH:74][CH:73]=3)=[CH:76][CH:77]=2)=[O:84])[CH3:16])[C:7]1=[O:17].